This data is from Catalyst prediction with 721,799 reactions and 888 catalyst types from USPTO. The task is: Predict which catalyst facilitates the given reaction. (1) Reactant: [F:1][C:2]1[CH:11]=[C:10]([C:12]2[N:17]=[C:16]3[N:18]([CH2:21][C:22]4[CH:23]=[C:24]5[C:29](=[CH:30][CH:31]=4)[N:28]=[CH:27][CH:26]=[CH:25]5)[N:19]=[N:20][C:15]3=[CH:14][CH:13]=2)[CH:9]=[CH:8][C:3]=1C(NC)=O.FC1C=C(B2OC(C)(C)C(C)(C)O2)C=CC=1[O:35][CH2:36][CH2:37][CH2:38][N:39]([CH3:41])[CH3:40].C(=O)([O-])[O-].[K+].[K+].O1CCOCC1. Product: [F:1][C:2]1[CH:11]=[C:10]([C:12]2[N:17]=[C:16]3[N:18]([CH2:21][C:22]4[CH:23]=[C:24]5[C:29](=[CH:30][CH:31]=4)[N:28]=[CH:27][CH:26]=[CH:25]5)[N:19]=[N:20][C:15]3=[CH:14][CH:13]=2)[CH:9]=[CH:8][C:3]=1[O:35][CH2:36][CH2:37][CH2:38][N:39]([CH3:41])[CH3:40]. The catalyst class is: 6. (2) Product: [Br:27][C:14]1[N:15]=[N:16][C:11]([C:2]2[CH:3]=[CH:4][C:5]3[C:10](=[CH:9][CH:8]=[CH:7][CH:6]=3)[CH:1]=2)=[C:12]([C:18]2[CH:23]=[CH:22][N:21]=[CH:20][C:19]=2[F:24])[CH:13]=1. The catalyst class is: 10. Reactant: [CH:1]1[C:10]2[C:5](=[CH:6][CH:7]=[CH:8][CH:9]=2)[CH:4]=[CH:3][C:2]=1[C:11]1[C:12]([C:18]2[CH:23]=[CH:22][N:21]=[CH:20][C:19]=2[F:24])=[CH:13][C:14](=O)[NH:15][N:16]=1.P(Br)(Br)([Br:27])=O.